Dataset: CYP1A2 inhibition data for predicting drug metabolism from PubChem BioAssay. Task: Regression/Classification. Given a drug SMILES string, predict its absorption, distribution, metabolism, or excretion properties. Task type varies by dataset: regression for continuous measurements (e.g., permeability, clearance, half-life) or binary classification for categorical outcomes (e.g., BBB penetration, CYP inhibition). Dataset: cyp1a2_veith. (1) The compound is O=C(Nc1cccc(F)c1)N1CCC2(CCNCC2)CC1. The result is 0 (non-inhibitor). (2) The molecule is CCCCN(CC)S(=O)(=O)N1CCC(C(=O)NCCCN2CCOCC2)CC1. The result is 0 (non-inhibitor). (3) The molecule is O.O=C(O)[C@@H](O)[C@@H](O)[C@@H]1O[Sb]O[C@@H]1CO. The result is 0 (non-inhibitor).